This data is from Catalyst prediction with 721,799 reactions and 888 catalyst types from USPTO. The task is: Predict which catalyst facilitates the given reaction. Reactant: [CH3:1][O:2][C:3]1[CH:8]=[CH:7][CH:6]=[CH:5][C:4]=1[CH:9]1[CH2:14][CH2:13][N:12]([C:15](=[O:44])[C@H:16]([NH:24][C:25]([C@@H:27]2[CH2:36][C:35]3[C:30](=[CH:31][CH:32]=[CH:33][CH:34]=3)[CH2:29][N:28]2C(OC(C)(C)C)=O)=[O:26])[CH2:17][C:18]2[CH:23]=[CH:22][CH:21]=[CH:20][CH:19]=2)[CH2:11][CH2:10]1.C(O)(C(F)(F)F)=O. Product: [CH2:29]1[C:30]2[C:35](=[CH:34][CH:33]=[CH:32][CH:31]=2)[CH2:36][C@@H:27]([C:25]([NH:24][C@H:16]([CH2:17][C:18]2[CH:19]=[CH:20][CH:21]=[CH:22][CH:23]=2)[C:15]([N:12]2[CH2:13][CH2:14][CH:9]([C:4]3[CH:5]=[CH:6][CH:7]=[CH:8][C:3]=3[O:2][CH3:1])[CH2:10][CH2:11]2)=[O:44])=[O:26])[NH:28]1. The catalyst class is: 2.